From a dataset of Forward reaction prediction with 1.9M reactions from USPTO patents (1976-2016). Predict the product of the given reaction. (1) Given the reactants C[O:2][C:3](=O)[CH2:4][C:5]1[CH:6]=[N:7][C:8]([CH2:11][CH2:12][C:13]2[N:14]=[N:15][C:16]([O:19][CH2:20][C:21]3[CH:26]=[CH:25][CH:24]=[CH:23][CH:22]=3)=[CH:17][CH:18]=2)=[CH:9][CH:10]=1.[H-].[Li+].O, predict the reaction product. The product is: [CH2:20]([O:19][C:16]1[N:15]=[N:14][C:13]([CH2:12][CH2:11][C:8]2[N:7]=[CH:6][C:5]([CH2:4][CH2:3][OH:2])=[CH:10][CH:9]=2)=[CH:18][CH:17]=1)[C:21]1[CH:26]=[CH:25][CH:24]=[CH:23][CH:22]=1. (2) Given the reactants [NH2:1][C:2]1[CH:3]=[C:4]2[C:9](=[CH:10][CH:11]=1)[C:8](=[O:12])[NH:7][C:6](=[O:13])[CH2:5]2.CO[CH:16]1[CH2:20][CH2:19][CH:18](OC)O1.[BH4-].[Na+], predict the reaction product. The product is: [N:1]1([C:2]2[CH:3]=[C:4]3[C:9](=[CH:10][CH:11]=2)[C:8](=[O:12])[NH:7][C:6](=[O:13])[CH2:5]3)[CH2:16][CH2:20][CH2:19][CH2:18]1. (3) Given the reactants O[CH:2]([C:11]1[CH:16]=[CH:15][C:14]([NH:17][C:18](=[O:33])[C:19]2[CH:24]=[CH:23][C:22]([CH3:25])=[N:21][C:20]=2[N:26]2[CH2:31][CH2:30][CH:29]([CH3:32])[CH2:28][CH2:27]2)=[CH:13][CH:12]=1)[CH2:3][CH2:4][C:5]1[CH:10]=[CH:9][CH:8]=[CH:7][N:6]=1.[H][H], predict the reaction product. The product is: [CH3:25][C:22]1[CH:23]=[CH:24][C:19]([C:18]([NH:17][C:14]2[CH:15]=[CH:16][C:11]([CH2:2][CH2:3][CH2:4][C:5]3[CH:10]=[CH:9][CH:8]=[CH:7][N:6]=3)=[CH:12][CH:13]=2)=[O:33])=[C:20]([N:26]2[CH2:31][CH2:30][CH:29]([CH3:32])[CH2:28][CH2:27]2)[N:21]=1. (4) Given the reactants NC1C=CC(C[N:9]2[C:19](=[O:20])[C:18]3[N:21]4[C:11](=[CH:12][N:13]=[C:14]4[CH:15]=[CH:16][CH:17]=3)[C:10]2=[O:22])=CC=1.C(N(CC)CC)C.FC(F)(F)S(OS(C(F)(F)F)(=O)=O)(=O)=O, predict the reaction product. The product is: [N:13]1[CH:12]=[C:11]2[N:21]3[C:18](=[CH:17][CH:16]=[CH:15][C:14]=13)[C:19](=[O:20])[NH:9][C:10]2=[O:22]. (5) The product is: [CH3:14][N:15]([CH3:19])[CH2:16][CH2:17][NH:18][C:6](=[O:11])[C:7]([F:8])([F:9])[F:10]. Given the reactants [F:8][C:7]([F:10])([F:9])[C:6](O[C:6](=[O:11])[C:7]([F:10])([F:9])[F:8])=[O:11].[CH3:14][N:15]([CH3:19])[CH2:16][CH2:17][NH2:18].C(=O)(O)[O-].[Na+], predict the reaction product. (6) Given the reactants [S:1]1[C:5]([Si:6]([CH2:11][CH3:12])([CH2:9][CH3:10])[CH2:7][CH3:8])=[CH:4][CH:3]=[C:2]1[C:13]1[S:14][C:15]([C:18]2[S:19][CH:20]=[CH:21][CH:22]=2)=[CH:16][CH:17]=1.[Na+].[Cl-], predict the reaction product. The product is: [CH2:9]([Si:6]([CH2:7][CH3:8])([CH2:11][CH3:12])[C:5]1[S:1][C:2]([C:13]2[S:14][C:15]([C:18]3[S:19][C:20]([Si:6]([CH2:9][CH3:10])([CH2:7][CH3:8])[CH2:5][CH3:4])=[CH:21][CH:22]=3)=[CH:16][CH:17]=2)=[CH:3][CH:4]=1)[CH3:10]. (7) The product is: [Cl:9][C:5]1[C:6]([CH3:8])=[CH:7][C:2]2[NH:1][C:24](=[O:25])[N:10]([CH:11]3[CH2:12][CH2:13][N:14]([C:17]([O:19][C:20]([CH3:23])([CH3:22])[CH3:21])=[O:18])[CH2:15][CH2:16]3)[C:3]=2[CH:4]=1. Given the reactants [NH2:1][C:2]1[CH:7]=[C:6]([CH3:8])[C:5]([Cl:9])=[CH:4][C:3]=1[NH:10][CH:11]1[CH2:16][CH2:15][N:14]([C:17]([O:19][C:20]([CH3:23])([CH3:22])[CH3:21])=[O:18])[CH2:13][CH2:12]1.[C:24](Cl)(Cl)=[O:25].C(N(CC)CC)C, predict the reaction product.